From a dataset of Full USPTO retrosynthesis dataset with 1.9M reactions from patents (1976-2016). Predict the reactants needed to synthesize the given product. (1) Given the product [CH3:16][O:17][C:18](=[O:41])[C:19]1[CH:20]=[C:21]([C:34]2[CH:39]=[CH:38][C:37]([CH3:40])=[CH:36][N:35]=2)[CH:9]=[C:7]([C:3]2[N:4]=[CH:5][S:6][C:2]=2[CH:45]([CH3:47])[CH3:10])[CH:8]=1, predict the reactants needed to synthesize it. The reactants are: Br[C:2]1[S:6][CH:5]=[N:4][C:3]=1[CH:7]([CH3:9])[CH3:8].[C:10](=O)([O-])[O-].[K+].[K+].[CH3:16][O:17][C:18](=[O:41])[C:19]1C=C(B2OC(C)(C)C(C)(C)O2)C=[C:21]([C:34]2[CH:39]=[CH:38][C:37]([CH3:40])=[CH:36][N:35]=2)[CH:20]=1.CCO[C:45]([CH3:47])=O. (2) Given the product [CH3:7][C:8]1[O:12][C:11]([C:13]2[CH:18]=[CH:17][CH:16]=[CH:15][CH:14]=2)=[N:10][C:9]=1[CH:19]=[CH:20][CH2:21][OH:22], predict the reactants needed to synthesize it. The reactants are: [H-].[Al+3].[Li+].[H-].[H-].[H-].[CH3:7][C:8]1[O:12][C:11]([C:13]2[CH:18]=[CH:17][CH:16]=[CH:15][CH:14]=2)=[N:10][C:9]=1[CH:19]=[CH:20][C:21](OCC)=[O:22].C(O)(C)C.Cl. (3) Given the product [NH2:1][C:4]1[CH:11]=[CH:10][C:7]([CH:8]=[O:9])=[CH:6][CH:5]=1, predict the reactants needed to synthesize it. The reactants are: [N+:1]([C:4]1[CH:11]=[CH:10][C:7]([CH:8]=[O:9])=[CH:6][CH:5]=1)([O-])=O. (4) Given the product [CH2:23]([O:30][C:31]1[CH:36]=[CH:35][C:34]([C:2]2[CH:11]=[CH:10][CH:9]=[C:8]3[C:3]=2[CH:4]=[CH:5][N:6]=[C:7]3[NH:12][C:13]2[CH:14]=[C:15]3[C:20](=[CH:21][CH:22]=2)[N:19]=[CH:18][CH:17]=[CH:16]3)=[CH:33][C:32]=1[F:40])[C:24]1[CH:25]=[CH:26][CH:27]=[CH:28][CH:29]=1, predict the reactants needed to synthesize it. The reactants are: Br[C:2]1[CH:11]=[CH:10][CH:9]=[C:8]2[C:3]=1[CH:4]=[CH:5][N:6]=[C:7]2[NH:12][C:13]1[CH:14]=[C:15]2[C:20](=[CH:21][CH:22]=1)[N:19]=[CH:18][CH:17]=[CH:16]2.[CH2:23]([O:30][C:31]1[CH:36]=[CH:35][C:34](B(O)O)=[CH:33][C:32]=1[F:40])[C:24]1[CH:29]=[CH:28][CH:27]=[CH:26][CH:25]=1.FC1C=C(C2C=CC=C3C=2C=CN=C3NC2C=C3C(=CC=2)N=CC=C3)C=CC=1O. (5) Given the product [C:15]1([CH3:14])[CH:20]=[CH:19][CH:18]=[C:17]([NH:21][C:22]([N:11]2[CH2:12][CH2:13][CH:8]([CH2:1][C:2]3[CH:7]=[CH:6][CH:5]=[CH:4][CH:3]=3)[CH2:9][CH2:10]2)=[O:23])[CH:16]=1, predict the reactants needed to synthesize it. The reactants are: [CH2:1]([CH:8]1[CH2:13][CH2:12][NH:11][CH2:10][CH2:9]1)[C:2]1[CH:7]=[CH:6][CH:5]=[CH:4][CH:3]=1.[CH3:14][C:15]1[CH:16]=[C:17]([N:21]=[C:22]=[O:23])[CH:18]=[CH:19][CH:20]=1.